From a dataset of Catalyst prediction with 721,799 reactions and 888 catalyst types from USPTO. Predict which catalyst facilitates the given reaction. (1) Reactant: Cl[C:2]1[C:11]([N:12]([CH:14]([CH3:16])[CH3:15])[CH3:13])=[N:10][C:9]2[C:4](=[CH:5][CH:6]=[C:7]([C:17]([O:19][CH3:20])=[O:18])[CH:8]=2)[N:3]=1.[CH3:21][C:22]1[C:30]2[C:25](=[CH:26][CH:27]=[C:28](B3OC(C)(C)C(C)(C)O3)[CH:29]=2)[NH:24][CH:23]=1.C([O-])([O-])=O.[K+].[K+].O. Product: [CH:14]([N:12]([CH3:13])[C:11]1[C:2]([C:28]2[CH:29]=[C:30]3[C:25](=[CH:26][CH:27]=2)[NH:24][CH:23]=[C:22]3[CH3:21])=[N:3][C:4]2[C:9]([N:10]=1)=[CH:8][C:7]([C:17]([O:19][CH3:20])=[O:18])=[CH:6][CH:5]=2)([CH3:16])[CH3:15]. The catalyst class is: 70. (2) Reactant: [C:1]([CH:5]1[CH2:10][CH2:9][CH:8]([NH:11][C:12]2[C:13]3[CH2:21][CH2:20][NH:19][CH2:18][C:14]=3[N:15]=[CH:16][N:17]=2)[CH2:7][CH2:6]1)([CH3:4])([CH3:3])[CH3:2].Cl[C:23]1[C:28]([C:29]([F:32])([F:31])[F:30])=[CH:27][CH:26]=[CH:25][N:24]=1.C([O-])([O-])=O.[K+].[K+]. Product: [C:1]([CH:5]1[CH2:10][CH2:9][CH:8]([NH:11][C:12]2[C:13]3[CH2:21][CH2:20][N:19]([C:23]4[C:28]([C:29]([F:32])([F:31])[F:30])=[CH:27][CH:26]=[CH:25][N:24]=4)[CH2:18][C:14]=3[N:15]=[CH:16][N:17]=2)[CH2:7][CH2:6]1)([CH3:4])([CH3:2])[CH3:3]. The catalyst class is: 3.